Dataset: Peptide-MHC class II binding affinity with 134,281 pairs from IEDB. Task: Regression. Given a peptide amino acid sequence and an MHC pseudo amino acid sequence, predict their binding affinity value. This is MHC class II binding data. (1) The peptide sequence is GWPYIGSRSQILGRS. The MHC is DRB5_0101 with pseudo-sequence DRB5_0101. The binding affinity (normalized) is 0.678. (2) The peptide sequence is ASVGKMIDGIGRFYI. The MHC is DRB1_0101 with pseudo-sequence DRB1_0101. The binding affinity (normalized) is 0.216. (3) The peptide sequence is PEFQSIVQTLNAMPE. The MHC is HLA-DQA10301-DQB10302 with pseudo-sequence HLA-DQA10301-DQB10302. The binding affinity (normalized) is 0.410. (4) The peptide sequence is DTRLMRLEDEMKEGR. The MHC is HLA-DQA10102-DQB10602 with pseudo-sequence HLA-DQA10102-DQB10602. The binding affinity (normalized) is 0.155.